Dataset: Forward reaction prediction with 1.9M reactions from USPTO patents (1976-2016). Task: Predict the product of the given reaction. Given the reactants [CH:1]([C:3]1[NH:4][C:5]([CH3:11])=[CH:6][C:7]=1[C:8]([OH:10])=O)=[O:2].[CH3:12][N:13]([CH3:19])[C@@H:14]1[CH2:18][CH2:17][NH:16][CH2:15]1, predict the reaction product. The product is: [CH3:12][N:13]([CH3:19])[C@@H:14]1[CH2:18][CH2:17][N:16]([C:8]([C:7]2[CH:6]=[C:5]([CH3:11])[NH:4][C:3]=2[CH:1]=[O:2])=[O:10])[CH2:15]1.